From a dataset of Peptide-MHC class I binding affinity with 185,985 pairs from IEDB/IMGT. Regression. Given a peptide amino acid sequence and an MHC pseudo amino acid sequence, predict their binding affinity value. This is MHC class I binding data. (1) The peptide sequence is DEALRGFLLY. The MHC is HLA-A23:01 with pseudo-sequence HLA-A23:01. The binding affinity (normalized) is 0.198. (2) The peptide sequence is SIVCIVAAV. The MHC is HLA-A02:02 with pseudo-sequence HLA-A02:02. The binding affinity (normalized) is 0.874.